The task is: Predict the product of the given reaction.. This data is from Forward reaction prediction with 1.9M reactions from USPTO patents (1976-2016). (1) Given the reactants [C:1]([O:5][C:6]([NH:8][C@@H:9]1[CH2:11][C@H:10]1[C:12]1[CH:13]=[C:14]([C:18]([O:20][CH3:21])=[O:19])[S:15][C:16]=1[CH3:17])=[O:7])([CH3:4])([CH3:3])[CH3:2].C(=O)=O.CO, predict the reaction product. The product is: [C:1]([O:5][C:6]([NH:8][C@@H:9]1[CH2:11][C@H:10]1[C:12]1[CH:13]=[C:14]([C:18]([O:20][CH3:21])=[O:19])[S:15][C:16]=1[CH3:17])=[O:7])([CH3:4])([CH3:3])[CH3:2].[C:1]([O:5][C:6]([NH:8][C@H:9]1[CH2:11][C@@H:10]1[C:12]1[CH:13]=[C:14]([C:18]([O:20][CH3:21])=[O:19])[S:15][C:16]=1[CH3:17])=[O:7])([CH3:4])([CH3:3])[CH3:2]. (2) Given the reactants [CH:1]([C:3]1[CH:4]=[CH:5][C:6]2[CH2:7][C@H:8]3[N:19]([C:20]([O:22][C:23]([CH3:26])([CH3:25])[CH3:24])=[O:21])[CH2:18][CH2:17][C@@:14]4([C:15]=2[CH:16]=1)[C@H:9]3[CH2:10][CH2:11][CH2:12][CH2:13]4)=[CH2:2].[OH2:27].C[N+]1([O-])CC[O:32]CC1.[O-]S([O-])=O.[Na+].[Na+], predict the reaction product. The product is: [OH:27][CH:1]([C:3]1[CH:4]=[CH:5][C:6]2[CH2:7][C@H:8]3[N:19]([C:20]([O:22][C:23]([CH3:26])([CH3:25])[CH3:24])=[O:21])[CH2:18][CH2:17][C@@:14]4([C:15]=2[CH:16]=1)[C@H:9]3[CH2:10][CH2:11][CH2:12][CH2:13]4)[CH2:2][OH:32]. (3) Given the reactants C([O:5][C:6](=[O:39])[CH2:7][N:8]1[C:12]2[CH:13]=[CH:14][C:15]([N:17]([CH2:28][C:29]3[CH:34]=[CH:33][CH:32]=[C:31]([Cl:35])[CH:30]=3)[S:18]([C:21]3[CH:26]=[CH:25][C:24]([F:27])=[CH:23][CH:22]=3)(=[O:20])=[O:19])=[CH:16][C:11]=2[N:10]=[C:9]1[CH2:36][CH2:37][CH3:38])(C)(C)C.C(O)(C(F)(F)F)=O, predict the reaction product. The product is: [Cl:35][C:31]1[CH:30]=[C:29]([CH:34]=[CH:33][CH:32]=1)[CH2:28][N:17]([S:18]([C:21]1[CH:22]=[CH:23][C:24]([F:27])=[CH:25][CH:26]=1)(=[O:19])=[O:20])[C:15]1[CH:14]=[CH:13][C:12]2[N:8]([CH2:7][C:6]([OH:39])=[O:5])[C:9]([CH2:36][CH2:37][CH3:38])=[N:10][C:11]=2[CH:16]=1. (4) Given the reactants Cl[C:2]1[N:10]=[CH:9][N:8]=[C:7]2[C:3]=1[N:4]=[C:5]([CH2:15][C:16]1[CH:21]=[C:20]([O:22][CH3:23])[CH:19]=[CH:18][C:17]=1[O:24][CH3:25])[N:6]2[CH2:11][CH2:12][CH2:13][CH3:14].[NH4+:26].[OH-], predict the reaction product. The product is: [CH3:25][O:24][C:17]1[CH:18]=[CH:19][C:20]([O:22][CH3:23])=[CH:21][C:16]=1[CH2:15][C:5]1[N:6]([CH2:11][CH2:12][CH2:13][CH3:14])[C:7]2[C:3]([N:4]=1)=[C:2]([NH2:26])[N:10]=[CH:9][N:8]=2. (5) Given the reactants [CH2:1]([O:3][C:4](=[O:28])[CH:5]([C:13]1[CH:18]=[CH:17][C:16]([N+:19]([O-:21])=[O:20])=[C:15]([O:22][CH2:23][C:24]([F:27])([F:26])[F:25])[CH:14]=1)C(OC(C)(C)C)=O)[CH3:2], predict the reaction product. The product is: [CH2:1]([O:3][C:4](=[O:28])[CH2:5][C:13]1[CH:18]=[CH:17][C:16]([N+:19]([O-:21])=[O:20])=[C:15]([O:22][CH2:23][C:24]([F:26])([F:27])[F:25])[CH:14]=1)[CH3:2]. (6) Given the reactants [OH:1][C@H:2]1[CH2:7][CH2:6][C@H:5]([NH:8][C:9]2[CH:10]=[C:11]([CH:16]=[CH:17][CH:18]=2)[C:12]([O:14]C)=[O:13])[CH2:4][CH2:3]1.O1CCCC1.O.[OH-].[K+], predict the reaction product. The product is: [OH:1][C@H:2]1[CH2:7][CH2:6][C@H:5]([NH:8][C:9]2[CH:10]=[C:11]([CH:16]=[CH:17][CH:18]=2)[C:12]([OH:14])=[O:13])[CH2:4][CH2:3]1.